Dataset: Full USPTO retrosynthesis dataset with 1.9M reactions from patents (1976-2016). Task: Predict the reactants needed to synthesize the given product. (1) Given the product [CH3:20][O:19][C:17]([C:16]1[N:15]([CH3:21])[N:14]=[CH:13][C:12]=1[C:5]1[CH:6]=[CH:7][C:2]([F:1])=[CH:3][CH:4]=1)=[O:18], predict the reactants needed to synthesize it. The reactants are: [F:1][C:2]1[CH:7]=[CH:6][C:5](B(O)O)=[CH:4][CH:3]=1.Br[C:12]1[CH:13]=[N:14][N:15]([CH3:21])[C:16]=1[C:17]([O:19][CH3:20])=[O:18].C(=O)([O-])[O-].[Cs+].[Cs+]. (2) Given the product [F:1][C:2]1[CH:11]=[C:10]2[C:5]([N:6]=[CH:7][C:8]([OH:12])=[N:9]2)=[CH:4][CH:3]=1, predict the reactants needed to synthesize it. The reactants are: [F:1][C:2]1[CH:11]=[C:10]2[C:5]([NH:6][CH2:7][C:8](=[O:12])[NH:9]2)=[CH:4][CH:3]=1.[OH-].[Na+].OO. (3) Given the product [CH3:9][C:10]1[CH:15]=[C:14]([CH3:16])[CH:13]=[CH:12][C:11]=1[N:17]([CH2:31][CH:32]([CH3:33])[CH3:34])[S:18]([C:21]1[CH:22]=[CH:23][C:24]([O:27][CH2:28][CH2:29][N:1]2[CH2:6][CH2:5][O:4][CH2:3][CH2:2]2)=[CH:25][CH:26]=1)(=[O:20])=[O:19], predict the reactants needed to synthesize it. The reactants are: [NH:1]1[CH2:6][CH2:5][O:4][CH2:3][CH2:2]1.[I-].[K+].[CH3:9][C:10]1[CH:15]=[C:14]([CH3:16])[CH:13]=[CH:12][C:11]=1[N:17]([CH2:31][CH:32]([CH3:34])[CH3:33])[S:18]([C:21]1[CH:26]=[CH:25][C:24]([O:27][CH2:28][CH2:29]O)=[CH:23][CH:22]=1)(=[O:20])=[O:19].O. (4) The reactants are: ClC1C=C(F)C=C[C:3]=1[CH2:9][N:10]1[CH2:15][CH2:14][N:13]([C:16]([C:18]2[CH:23]=[CH:22][CH:21]=[C:20](Cl)[C:19]=2[Cl:25])=[O:17])[CH2:12][C:11]1=[O:26].ICC.ClC1C([C:37]([F:40])([F:39])[F:38])=CC=CC=1C(N1CCNC(=O)C1)=O.BrCC1C=CC(F)=CC=1Cl.ClC1C(Cl)=CC=CC=1C(N1CCNC(=O)C1)=O. Given the product [Cl:25][C:19]1[C:20]([C:37]([F:40])([F:39])[F:38])=[CH:21][CH:22]=[CH:23][C:18]=1[C:16]([N:13]1[CH2:14][CH2:15][N:10]([CH2:9][CH3:3])[C:11](=[O:26])[CH2:12]1)=[O:17], predict the reactants needed to synthesize it. (5) Given the product [F:45][C:44]([F:47])([F:46])[S:41]([O:18][C:15]1[CH:14]=[CH:13][C:12]2[CH2:11][CH2:10][CH:9]([NH:19][C:20]([O:21][C:22]([CH3:23])([CH3:25])[CH3:24])=[O:26])[CH:8]([CH2:1][C:2]3[CH:7]=[CH:6][CH:5]=[CH:4][CH:3]=3)[C:17]=2[CH:16]=1)(=[O:43])=[O:42], predict the reactants needed to synthesize it. The reactants are: [CH2:1]([CH:8]1[C:17]2[C:12](=[CH:13][CH:14]=[C:15]([OH:18])[CH:16]=2)[CH2:11][CH2:10][CH:9]1[NH:19][C:20](=[O:26])[O:21][C:22]([CH3:25])([CH3:24])[CH3:23])[C:2]1[CH:7]=[CH:6][CH:5]=[CH:4][CH:3]=1.C(N(CC)CC)C.C1C=CC(N([S:41]([C:44]([F:47])([F:46])[F:45])(=[O:43])=[O:42])[S:41]([C:44]([F:47])([F:46])[F:45])(=[O:43])=[O:42])=CC=1.